The task is: Regression. Given two drug SMILES strings and cell line genomic features, predict the synergy score measuring deviation from expected non-interaction effect.. This data is from NCI-60 drug combinations with 297,098 pairs across 59 cell lines. (1) Drug 1: CC1C(C(CC(O1)OC2CC(CC3=C2C(=C4C(=C3O)C(=O)C5=C(C4=O)C(=CC=C5)OC)O)(C(=O)C)O)N)O.Cl. Drug 2: CN(CC1=CN=C2C(=N1)C(=NC(=N2)N)N)C3=CC=C(C=C3)C(=O)NC(CCC(=O)O)C(=O)O. Cell line: TK-10. Synergy scores: CSS=24.3, Synergy_ZIP=-4.44, Synergy_Bliss=-2.60, Synergy_Loewe=-17.7, Synergy_HSA=-5.28. (2) Drug 1: C1=CC(=CC=C1C#N)C(C2=CC=C(C=C2)C#N)N3C=NC=N3. Drug 2: CC1=C(C(=CC=C1)Cl)NC(=O)C2=CN=C(S2)NC3=CC(=NC(=N3)C)N4CCN(CC4)CCO. Cell line: SK-MEL-5. Synergy scores: CSS=1.74, Synergy_ZIP=-2.34, Synergy_Bliss=-6.30, Synergy_Loewe=-2.41, Synergy_HSA=-5.34.